From a dataset of Reaction yield outcomes from USPTO patents with 853,638 reactions. Predict the reaction yield, written as a fraction of the theoretical maximum amount of product (1.0 means a 100% yield; for example, 0.34 means a 34% yield). The reactants are ClC1C(=O)C(C#N)=C(C#N)C(=O)C=1Cl.[Br:15][C:16]1[C:26]2[C:27]3[C:19]([CH2:20][CH2:21][C:22]=3[CH:23]=[CH:24][CH:25]=2)=[CH:18][CH:17]=1. The catalyst is C1C=CC=CC=1. The product is [Br:15][C:16]1[C:26]2[C:27]3[C:19]([CH:20]=[CH:21][C:22]=3[CH:23]=[CH:24][CH:25]=2)=[CH:18][CH:17]=1. The yield is 0.516.